From a dataset of Forward reaction prediction with 1.9M reactions from USPTO patents (1976-2016). Predict the product of the given reaction. The product is: [Cl:1][C:2]1[CH:7]=[CH:6][C:5]([O:8][CH3:9])=[C:4]([CH2:10][C:12]#[N:13])[CH:3]=1. Given the reactants [Cl:1][C:2]1[CH:7]=[CH:6][C:5]([O:8][CH3:9])=[C:4]([CH2:10]Cl)[CH:3]=1.[C-:12]#[N:13].[Na+].O, predict the reaction product.